From a dataset of Reaction yield outcomes from USPTO patents with 853,638 reactions. Predict the reaction yield, written as a fraction of the theoretical maximum amount of product (1.0 means a 100% yield; for example, 0.34 means a 34% yield). (1) The reactants are CO[C:3](=[O:12])[C:4]1[CH:9]=[CH:8][CH:7]=[CH:6][C:5]=1[CH2:10]Br.[F:13][C:14]1[CH:28]=[CH:27][C:17]([O:18][C:19]2[CH:26]=[CH:25][C:22]([CH2:23][NH2:24])=[CH:21][CH:20]=2)=[CH:16][CH:15]=1.C([O-])([O-])=O.[K+].[K+].C(OCC)(=O)C. The catalyst is C1(C)C=CC=CC=1.CCCCCC. The product is [F:13][C:14]1[CH:28]=[CH:27][C:17]([O:18][C:19]2[CH:26]=[CH:25][C:22]([CH2:23][N:24]3[CH2:10][C:5]4[C:4](=[CH:9][CH:8]=[CH:7][CH:6]=4)[C:3]3=[O:12])=[CH:21][CH:20]=2)=[CH:16][CH:15]=1. The yield is 0.600. (2) The reactants are [CH3:1][NH:2][CH2:3][CH2:4][NH:5][CH3:6].Br[CH:8]([C:13]1[CH:18]=[CH:17][C:16]([N+:19]([O-:21])=[O:20])=[CH:15][CH:14]=1)[C:9]([O:11]C)=O. The catalyst is C(O)C. The product is [CH3:1][N:2]1[CH2:3][CH2:4][N:5]([CH3:6])[CH:8]([C:13]2[CH:18]=[CH:17][C:16]([N+:19]([O-:21])=[O:20])=[CH:15][CH:14]=2)[C:9]1=[O:11]. The yield is 0.890. (3) The reactants are [CH:1]1([C@H:4]2[CH2:9][N:8]([C:10]3[C:15]([N+:16]([O-:18])=[O:17])=[CH:14][N:13]=[C:12]4[CH2:19][CH2:20][CH2:21][C:11]=34)[CH2:7][C@@H:6]([NH:22][C:23](=[O:29])[O:24][C:25]([CH3:28])([CH3:27])[CH3:26])[C@@H:5]2[OH:30])[CH2:3][CH2:2]1.C1C=C(Cl)C=C(C(OO)=[O:39])C=1.[O-]S([O-])(=S)=O.[Na+].[Na+].[OH-].[Na+]. The catalyst is C(Cl)Cl.O. The product is [CH:1]1([C@H:4]2[CH2:9][N:8]([C:10]3[C:15]([N+:16]([O-:18])=[O:17])=[CH:14][N+:13]([O-:39])=[C:12]4[CH2:19][CH2:20][CH2:21][C:11]=34)[CH2:7][C@@H:6]([NH:22][C:23](=[O:29])[O:24][C:25]([CH3:27])([CH3:26])[CH3:28])[C@@H:5]2[OH:30])[CH2:3][CH2:2]1. The yield is 0.430. (4) The yield is 0.990. The catalyst is C(O)(=O)C.[Zn]. The reactants are [CH2:1]([O:8][C:9]1[CH:15]=[CH:14][C:12]([NH2:13])=[C:11]([N+:16]([O-])=O)[CH:10]=1)[C:2]1[CH:7]=[CH:6][CH:5]=[CH:4][CH:3]=1.Cl. The product is [CH2:1]([O:8][C:9]1[CH:15]=[CH:14][C:12]([NH2:13])=[C:11]([NH2:16])[CH:10]=1)[C:2]1[CH:3]=[CH:4][CH:5]=[CH:6][CH:7]=1. (5) The catalyst is C(OCC)(=O)C. The reactants are C(OC(=O)[NH:7][CH2:8][CH2:9][CH2:10][CH2:11][C@H:12]([NH:36][C:37](=[O:51])[C:38]1[CH:43]=[CH:42][C:41]([C:44]2([C:47]([F:50])([F:49])[F:48])[N:46]=[N:45]2)=[CH:40][CH:39]=1)[C:13]([N:15]([CH3:35])[CH2:16][CH2:17][N:18]([CH3:34])[C:19](=[O:33])[CH2:20][CH2:21][CH2:22][CH2:23][C@H:24]1[C@@H:31]2[C@@H:27]([NH:28][C:29](=[O:32])[NH:30]2)[CH2:26][S:25]1)=[O:14])(C)(C)C.C(OCC)(=O)C.Cl. The yield is 0.840. The product is [NH2:7][CH2:8][CH2:9][CH2:10][CH2:11][C@H:12]([NH:36][C:37](=[O:51])[C:38]1[CH:43]=[CH:42][C:41]([C:44]2([C:47]([F:49])([F:50])[F:48])[N:45]=[N:46]2)=[CH:40][CH:39]=1)[C:13](=[O:14])[N:15]([CH3:35])[CH2:16][CH2:17][N:18]([CH3:34])[C:19](=[O:33])[CH2:20][CH2:21][CH2:22][CH2:23][C@H:24]1[C@@H:31]2[C@@H:27]([NH:28][C:29](=[O:32])[NH:30]2)[CH2:26][S:25]1. (6) The reactants are [C-:1]#[N:2].[Na+].[C:4]([C:8]1[CH:13]=[C:12]([C:14]([CH3:17])([CH3:16])[CH3:15])[CH:11]=[C:10]([CH:18](N(C)C)[C:19]2[CH:24]=[CH:23][CH:22]=[CH:21][CH:20]=2)[C:9]=1[OH:28])([CH3:7])([CH3:6])[CH3:5].C(OC)(C)(C)C. The catalyst is O.S1(CCCC1)(=O)=O. The product is [NH2:2][C:1]1[O:28][C:9]2[C:8]([C:4]([CH3:6])([CH3:5])[CH3:7])=[CH:13][C:12]([C:14]([CH3:16])([CH3:15])[CH3:17])=[CH:11][C:10]=2[C:18]=1[C:19]1[CH:20]=[CH:21][CH:22]=[CH:23][CH:24]=1. The yield is 0.990. (7) The reactants are [O-][Mn](=O)(=O)=O.[K+].[N+:7]([O-:22])([O:9][CH2:10][CH2:11][CH2:12][O:13][C:14]1[CH:19]=[CH:18][C:17]([CH:20]=[O:21])=[CH:16][CH:15]=1)=[O:8].CC[O:25]C(C)=O.C(O)(=O)C(O)=O. The catalyst is CC(C)=O. The product is [N+:7]([O:9][CH2:10][CH2:11][CH2:12][O:13][C:14]1[CH:19]=[CH:18][C:17]([C:20]([OH:25])=[O:21])=[CH:16][CH:15]=1)([O-:22])=[O:8]. The yield is 0.810. (8) The reactants are [C:1]([O:9][C@H:10]1[C@@H:15]([O:16][C:17](=[O:24])[C:18]2[CH:23]=[CH:22][CH:21]=[CH:20][CH:19]=2)[C@H:14]([O:25][C:26](=[O:33])[C:27]2[CH:32]=[CH:31][CH:30]=[CH:29][CH:28]=2)[C@@H:13]([CH2:34][O:35][C:36](=[O:43])[C:37]2[CH:42]=[CH:41][CH:40]=[CH:39][CH:38]=2)[O:12][C@@H:11]1[O:44][C@H:45]1[C@H:50]([O:51][C:52](=[O:59])[C:53]2[CH:58]=[CH:57][CH:56]=[CH:55][CH:54]=2)[C@@H:49]([CH2:60][O:61][C:62](=[O:69])[C:63]2[CH:68]=[CH:67][CH:66]=[CH:65][CH:64]=2)[O:48][C@H:47]([O:70][C@H:71]2[C@H:77]([O:78][C:79](=[O:86])[C:80]3[CH:85]=[CH:84][CH:83]=[CH:82][CH:81]=3)[C@@H:76]([CH2:87][O:88][C:89](=[O:96])[C:90]3[CH:95]=[CH:94][CH:93]=[CH:92][CH:91]=3)[O:75][CH:73]([OH:74])[C@H:72]2[O:97][C:98](=[O:105])[C:99]2[CH:104]=[CH:103][CH:102]=[CH:101][CH:100]=2)[C@H:46]1[O:106][C:107](=[O:114])[C:108]1[CH:113]=[CH:112][CH:111]=[CH:110][CH:109]=1)(=[O:8])[C:2]1[CH:7]=[CH:6][CH:5]=[CH:4][CH:3]=1.[Cl:115][C:116]([Cl:120])([Cl:119])[C:117]#[N:118].CCCCCC.CCOC(C)=O. The catalyst is C(Cl)Cl.C1CCN2C(=NCCC2)CC1. The product is [Cl:115][C:116]([Cl:120])([Cl:119])[C:117](=[NH:118])[O:74][CH:73]1[O:75][C@H:76]([CH2:87][O:88][C:89](=[O:96])[C:90]2[CH:95]=[CH:94][CH:93]=[CH:92][CH:91]=2)[C@@H:77]([O:78][C:79](=[O:86])[C:80]2[CH:81]=[CH:82][CH:83]=[CH:84][CH:85]=2)[C@H:71]([O:70][C@H:47]2[O:48][C@H:49]([CH2:60][O:61][C:62](=[O:69])[C:63]3[CH:68]=[CH:67][CH:66]=[CH:65][CH:64]=3)[C@@H:50]([O:51][C:52](=[O:59])[C:53]3[CH:58]=[CH:57][CH:56]=[CH:55][CH:54]=3)[C@H:45]([O:44][C@H:11]3[O:12][C@H:13]([CH2:34][O:35][C:36](=[O:43])[C:37]4[CH:38]=[CH:39][CH:40]=[CH:41][CH:42]=4)[C@@H:14]([O:25][C:26](=[O:33])[C:27]4[CH:32]=[CH:31][CH:30]=[CH:29][CH:28]=4)[C@H:15]([O:16][C:17](=[O:24])[C:18]4[CH:19]=[CH:20][CH:21]=[CH:22][CH:23]=4)[C@@H:10]3[O:9][C:1](=[O:8])[C:2]3[CH:3]=[CH:4][CH:5]=[CH:6][CH:7]=3)[C@@H:46]2[O:106][C:107](=[O:114])[C:108]2[CH:113]=[CH:112][CH:111]=[CH:110][CH:109]=2)[C@@H:72]1[O:97][C:98](=[O:105])[C:99]1[CH:100]=[CH:101][CH:102]=[CH:103][CH:104]=1. The yield is 0.720. (9) The catalyst is CN(C=O)C.C1C=CC([P]([Pd]([P](C2C=CC=CC=2)(C2C=CC=CC=2)C2C=CC=CC=2)([P](C2C=CC=CC=2)(C2C=CC=CC=2)C2C=CC=CC=2)[P](C2C=CC=CC=2)(C2C=CC=CC=2)C2C=CC=CC=2)(C2C=CC=CC=2)C2C=CC=CC=2)=CC=1.O. The yield is 0.150. The product is [Br:9][C:10]1[CH:15]=[C:14]([CH:3]2[CH2:4][CH2:5][N:1]([C:6](=[O:8])[CH3:7])[CH2:2]2)[CH:13]=[N:12][CH:11]=1. The reactants are [N:1]1([C:6](=[O:8])[CH3:7])[CH2:5][CH:4]=[CH:3][CH2:2]1.[Br:9][C:10]1[CH:11]=[N:12][CH:13]=[C:14](I)[CH:15]=1.C(N(CC)CC)C.C(O)=O. (10) The reactants are [CH2:1]([O:8][C:9]1[C:17]([F:18])=[CH:16][CH:15]=[C:14]2[C:10]=1[CH:11]=[C:12]([C:19]([O:21]C)=[O:20])[NH:13]2)[C:2]1[CH:7]=[CH:6][CH:5]=[CH:4][CH:3]=1.[OH-].[Na+].Cl. No catalyst specified. The product is [CH2:1]([O:8][C:9]1[C:17]([F:18])=[CH:16][CH:15]=[C:14]2[C:10]=1[CH:11]=[C:12]([C:19]([OH:21])=[O:20])[NH:13]2)[C:2]1[CH:7]=[CH:6][CH:5]=[CH:4][CH:3]=1. The yield is 0.990.